Dataset: Catalyst prediction with 721,799 reactions and 888 catalyst types from USPTO. Task: Predict which catalyst facilitates the given reaction. (1) Reactant: [CH3:1][O:2][C:3]1[CH:4]=[C:5]([CH:19]=[CH:20][CH:21]=1)[CH2:6][N:7]1[C:15]2[C:10](=[CH:11][CH:12]=[CH:13][CH:14]=2)[CH:9]=[C:8]1[C:16](O)=[O:17].CCN(CC)CC.C1N(P(Cl)(N2C(=O)OCC2)=O)C(=O)OC1.[I:44][C:45]1[CH:50]=[CH:49][C:48]([NH2:51])=[CH:47][CH:46]=1. Product: [I:44][C:45]1[CH:50]=[CH:49][C:48]([NH:51][C:16]([C:8]2[N:7]([CH2:6][C:5]3[CH:19]=[CH:20][CH:21]=[C:3]([O:2][CH3:1])[CH:4]=3)[C:15]3[C:10]([CH:9]=2)=[CH:11][CH:12]=[CH:13][CH:14]=3)=[O:17])=[CH:47][CH:46]=1. The catalyst class is: 2. (2) Reactant: [CH3:1][O:2][C:3](=[O:23])[C:4]1[CH:9]=[CH:8][CH:7]=[C:6]([NH:10][CH2:11][CH2:12][NH:13][C:14]2[CH:19]=[CH:18][CH:17]=[C:16]([CH:20]([CH3:22])[CH3:21])[CH:15]=2)[CH:5]=1.[C:24](N1C=CN=C1)(N1C=CN=C1)=[O:25]. Product: [CH:20]([C:16]1[CH:15]=[C:14]([N:13]2[CH2:12][CH2:11][N:10]([C:6]3[CH:5]=[C:4]([CH:9]=[CH:8][CH:7]=3)[C:3]([O:2][CH3:1])=[O:23])[C:24]2=[O:25])[CH:19]=[CH:18][CH:17]=1)([CH3:21])[CH3:22]. The catalyst class is: 26.